From a dataset of Catalyst prediction with 721,799 reactions and 888 catalyst types from USPTO. Predict which catalyst facilitates the given reaction. Reactant: CC1(C)[O:6][C@@H:5]([C:7]2[N:8]=[CH:9][C:10]([NH:13][C:14](=[O:38])[C@@H:15]([N:20]3[CH2:24][C:23]([O:25][C:26]4[C:31]([F:32])=[CH:30][CH:29]=[C:28]([O:33][CH2:34][CH3:35])[C:27]=4[F:36])=[CH:22][C:21]3=[O:37])[CH2:16][CH:17]([CH3:19])[CH3:18])=[N:11][CH:12]=2)[CH2:4][O:3]1.Cl. Product: [OH:6][C@@H:5]([C:7]1[N:8]=[CH:9][C:10]([NH:13][C:14](=[O:38])[C@@H:15]([N:20]2[CH2:24][C:23]([O:25][C:26]3[C:31]([F:32])=[CH:30][CH:29]=[C:28]([O:33][CH2:34][CH3:35])[C:27]=3[F:36])=[CH:22][C:21]2=[O:37])[CH2:16][CH:17]([CH3:18])[CH3:19])=[N:11][CH:12]=1)[CH2:4][OH:3]. The catalyst class is: 54.